From a dataset of Full USPTO retrosynthesis dataset with 1.9M reactions from patents (1976-2016). Predict the reactants needed to synthesize the given product. (1) Given the product [CH2:1]1[C:8]2([CH2:9][CH2:10][CH2:11][CH2:12][CH2:13][C:7]2=[O:14])[CH2:2]1, predict the reactants needed to synthesize it. The reactants are: [CH3:1][C:2](C)([O-])C.[K+].[C:7]1(=[O:14])[CH2:13][CH2:12][CH2:11][CH2:10][CH2:9][CH2:8]1.[I-].ClCC[S+](C)C.O. (2) Given the product [C:1]([O:5][C:6]([N:8]1[CH2:9][CH2:10][CH:11]([CH2:14][CH2:15][CH2:16][C:17](=[O:19])[NH:54][C:53]2[CH:55]=[CH:56][C:57]([S:58][CH3:59])=[C:51]([F:50])[CH:52]=2)[CH2:12][CH2:13]1)=[O:7])([CH3:2])([CH3:3])[CH3:4], predict the reactants needed to synthesize it. The reactants are: [C:1]([O:5][C:6]([N:8]1[CH2:13][CH2:12][CH:11]([CH2:14][CH2:15][CH2:16][C:17]([OH:19])=O)[CH2:10][CH2:9]1)=[O:7])([CH3:4])([CH3:3])[CH3:2].CCN=C=NCCCN(C)C.C1C=CC2N(O)N=NC=2C=1.CCN(C(C)C)C(C)C.[F:50][C:51]1[CH:52]=[C:53]([CH:55]=[CH:56][C:57]=1[S:58][CH3:59])[NH2:54]. (3) Given the product [NH2:11][C:8]1[CH:9]=[CH:10][C:5]2[N:4]=[C:3]([S:14][CH2:15][C:16]3[N:20]([CH2:21][CH2:22][CH3:23])[CH:19]=[N:18][CH:17]=3)[N:2]([CH3:1])[C:6]=2[CH:7]=1, predict the reactants needed to synthesize it. The reactants are: [CH3:1][N:2]1[C:6]2[CH:7]=[C:8]([N+:11]([O-])=O)[CH:9]=[CH:10][C:5]=2[N:4]=[C:3]1[S:14][CH2:15][C:16]1[N:20]([CH2:21][CH2:22][CH3:23])[CH:19]=[N:18][CH:17]=1.[Cl-].[Ca+2].[Cl-]. (4) Given the product [CH:34]1([NH:33][C:31](=[O:32])[C:30]2[CH:29]=[C:28]([N:24]3[CH:25]=[CH:26][N:27]=[C:22]([NH:21][C:18]([C:13]4[CH:14]=[CH:15][CH:16]=[CH:17][C:12]=4[S:11][CH2:10][CH2:9][OH:8])([CH3:20])[CH3:19])[C:23]3=[O:42])[C:39]([CH3:40])=[C:38]([F:41])[CH:37]=2)[CH2:36][CH2:35]1, predict the reactants needed to synthesize it. The reactants are: C([O:8][CH2:9][CH2:10][S:11][C:12]1[CH:17]=[CH:16][CH:15]=[CH:14][C:13]=1[C:18]([NH:21][C:22]1[C:23](=[O:42])[N:24]([C:28]2[CH:29]=[C:30]([CH:37]=[C:38]([F:41])[C:39]=2[CH3:40])[C:31]([NH:33][CH:34]2[CH2:36][CH2:35]2)=[O:32])[CH:25]=[CH:26][N:27]=1)([CH3:20])[CH3:19])C1C=CC=CC=1.B(Br)(Br)Br. (5) Given the product [Cl:1][C:2]1[N:7]=[C:6]2[CH2:8][N:15]([CH3:14])[C:10](=[O:12])[C:5]2=[CH:4][CH:3]=1, predict the reactants needed to synthesize it. The reactants are: [Cl:1][C:2]1[N:7]=[C:6]([CH2:8]Cl)[C:5]([C:10]([O:12]C)=O)=[CH:4][CH:3]=1.[CH3:14][NH2:15].O1CCCC1. (6) Given the product [CH:1]([C:4]1[O:8][N:7]=[C:6]([C@H:9]2[CH2:14][CH2:13][C@H:12]([C:15]([OH:17])=[O:16])[CH2:11][CH2:10]2)[N:5]=1)([CH3:3])[CH3:2], predict the reactants needed to synthesize it. The reactants are: [CH:1]([C:4]1[O:8][N:7]=[C:6]([C@H:9]2[CH2:14][CH2:13][C@H:12]([C:15]([O:17]C)=[O:16])[CH2:11][CH2:10]2)[N:5]=1)([CH3:3])[CH3:2].[OH-].[Na+].